This data is from Full USPTO retrosynthesis dataset with 1.9M reactions from patents (1976-2016). The task is: Predict the reactants needed to synthesize the given product. (1) Given the product [Br:1][C:2]1[CH:7]=[CH:6][C:5]([CH:8]([OH:11])[CH2:9][NH:13][CH2:14][CH2:15][OH:16])=[C:4]([F:12])[CH:3]=1, predict the reactants needed to synthesize it. The reactants are: [Br:1][C:2]1[CH:7]=[CH:6][C:5]([CH:8]([OH:11])[CH2:9]Cl)=[C:4]([F:12])[CH:3]=1.[NH2:13][CH2:14][CH2:15][OH:16]. (2) Given the product [CH3:16][C:10]1[C:9]([O:8][C:6]2[CH:5]=[CH:4][N:3]=[C:2]([NH:17][C:18]3[CH:19]=[C:20]([S:24]([NH2:27])(=[O:25])=[O:26])[CH:21]=[CH:22][CH:23]=3)[CH:7]=2)=[CH:14][CH:13]=[C:12]([CH3:15])[N:11]=1, predict the reactants needed to synthesize it. The reactants are: Cl[C:2]1[CH:7]=[C:6]([O:8][C:9]2[C:10]([CH3:16])=[N:11][C:12]([CH3:15])=[CH:13][CH:14]=2)[CH:5]=[CH:4][N:3]=1.[NH2:17][C:18]1[CH:19]=[C:20]([S:24]([NH2:27])(=[O:26])=[O:25])[CH:21]=[CH:22][CH:23]=1.CC1(C)C2C(=C(P(C3C=CC=CC=3)C3C=CC=CC=3)C=CC=2)OC2C(P(C3C=CC=CC=3)C3C=CC=CC=3)=CC=CC1=2.C([O-])([O-])=O.[Cs+].[Cs+]. (3) Given the product [Cl:1][C:2]1[C:7]([CH:8]=[O:9])=[CH:6][N:5]=[C:4]2[N:10]([S:22]([C:19]3[CH:20]=[CH:21][C:16]([CH3:15])=[CH:17][CH:18]=3)(=[O:24])=[O:23])[CH:11]=[CH:12][C:3]=12, predict the reactants needed to synthesize it. The reactants are: [Cl:1][C:2]1[C:7]([CH:8]=[O:9])=[CH:6][N:5]=[C:4]2[NH:10][CH:11]=[CH:12][C:3]=12.[H-].[Na+].[CH3:15][C:16]1[CH:21]=[CH:20][C:19]([S:22](Cl)(=[O:24])=[O:23])=[CH:18][CH:17]=1. (4) Given the product [Cl:12][C:10]1[CH:9]=[N:8][C:6]2[N:7]=[C:2]([N:18]3[CH2:19][CH2:20][N:15]([CH3:14])[CH2:16][CH2:17]3)[NH:3][C:4](=[O:13])[C:5]=2[CH:11]=1, predict the reactants needed to synthesize it. The reactants are: Cl[C:2]1[N:3]=[C:4]([OH:13])[C:5]2[CH:11]=[C:10]([Cl:12])[CH:9]=[N:8][C:6]=2[N:7]=1.[CH3:14][N:15]1[CH2:20][CH2:19][NH:18][CH2:17][CH2:16]1. (5) Given the product [C:38]([Si:35]([CH3:37])([CH3:36])[O:32][CH:10]([CH:11]([NH:19][C:20]([C:22]1[CH:31]=[N:30][C:29]2[C:24](=[CH:25][CH:26]=[CH:27][CH:28]=2)[N:23]=1)=[O:21])[CH2:12][C:13]1[CH:18]=[CH:17][CH:16]=[CH:15][CH:14]=1)[CH2:9][CH:5]([CH2:4][CH2:3][C:2]([F:1])([CH3:34])[CH3:33])[C:6]([OH:8])=[O:7])([CH3:41])([CH3:40])[CH3:39], predict the reactants needed to synthesize it. The reactants are: [F:1][C:2]([CH3:34])([CH3:33])[CH2:3][CH2:4][CH:5]([CH2:9][CH:10]([OH:32])[CH:11]([NH:19][C:20]([C:22]1[CH:31]=[N:30][C:29]2[C:24](=[CH:25][CH:26]=[CH:27][CH:28]=2)[N:23]=1)=[O:21])[CH2:12][C:13]1[CH:18]=[CH:17][CH:16]=[CH:15][CH:14]=1)[C:6]([OH:8])=[O:7].[Si:35](Cl)([C:38]([CH3:41])([CH3:40])[CH3:39])([CH3:37])[CH3:36].N1C=CN=C1. (6) Given the product [C:14]([O:13][C:11]([NH:25][CH2:26][CH2:27][OH:28])=[O:12])([CH3:15])([CH3:16])[CH3:17], predict the reactants needed to synthesize it. The reactants are: [OH-].[Na+].[C:11](O[C:11]([O:13][C:14]([CH3:17])([CH3:16])[CH3:15])=[O:12])([O:13][C:14]([CH3:17])([CH3:16])[CH3:15])=[O:12].Cl.C(OCC)(=O)C.[NH2:25][CH2:26][CH2:27][OH:28]. (7) Given the product [Br:1][C:2]1[CH:10]=[CH:9][C:5]([C:6]2[CH:16]=[C:15]([Si:12]([CH3:14])([CH3:13])[CH3:11])[O:8][N:7]=2)=[CH:4][CH:3]=1, predict the reactants needed to synthesize it. The reactants are: [Br:1][C:2]1[CH:10]=[CH:9][C:5]([CH:6]=[N:7][OH:8])=[CH:4][CH:3]=1.[CH3:11][Si:12]([C:15]#[CH:16])([CH3:14])[CH3:13]. (8) Given the product [NH2:14][C:4]1[C:5]([CH2:12][CH3:13])=[C:6]([CH:11]=[C:2]([Cl:1])[CH:3]=1)[C:7]([O:9][CH3:10])=[O:8], predict the reactants needed to synthesize it. The reactants are: [Cl:1][C:2]1[CH:3]=[C:4]([N+:14]([O-])=O)[C:5]([CH2:12][CH3:13])=[C:6]([CH:11]=1)[C:7]([O:9][CH3:10])=[O:8].[Cl-].[NH4+].